This data is from Full USPTO retrosynthesis dataset with 1.9M reactions from patents (1976-2016). The task is: Predict the reactants needed to synthesize the given product. Given the product [S:26]1[C:27]2[CH:33]=[CH:32][CH:31]=[CH:30][C:28]=2[N:29]=[C:25]1[NH:24][C:21]([C:19]1[CH:18]=[CH:17][C:16]2[N:12]([CH2:11][CH2:10][CH2:9][NH2:8])[CH:13]=[N:14][C:15]=2[CH:20]=1)=[O:23], predict the reactants needed to synthesize it. The reactants are: C(OC([NH:8][CH2:9][CH2:10][CH2:11][N:12]1[C:16]2[CH:17]=[CH:18][C:19]([C:21]([OH:23])=O)=[CH:20][C:15]=2[N:14]=[CH:13]1)=O)(C)(C)C.[NH2:24][C:25]1[S:26][C:27]2[CH:33]=[CH:32][CH:31]=[CH:30][C:28]=2[N:29]=1.